This data is from Full USPTO retrosynthesis dataset with 1.9M reactions from patents (1976-2016). The task is: Predict the reactants needed to synthesize the given product. Given the product [NH2:32][C:28]1[C:27]([F:39])=[C:26]([C:9]2[N:10]=[C:11]([CH:13]3[CH2:18][CH2:17][N:16]([C:19]([O:21][C:22]([CH3:24])([CH3:23])[CH3:25])=[O:20])[CH2:15][CH2:14]3)[S:12][C:8]=2[C:6]2[CH:5]=[CH:4][N:3]=[C:2]([Cl:1])[N:7]=2)[CH:31]=[CH:30][CH:29]=1, predict the reactants needed to synthesize it. The reactants are: [Cl:1][C:2]1[N:7]=[C:6]([C:8]2[S:12][C:11]([CH:13]3[CH2:18][CH2:17][N:16]([C:19]([O:21][C:22]([CH3:25])([CH3:24])[CH3:23])=[O:20])[CH2:15][CH2:14]3)=[N:10][C:9]=2[C:26]2[CH:31]=[CH:30][CH:29]=[C:28]([NH:32]C(OCC=C)=O)[C:27]=2[F:39])[CH:5]=[CH:4][N:3]=1.C([SnH](CCCC)CCCC)CCC.O.